Regression. Given two drug SMILES strings and cell line genomic features, predict the synergy score measuring deviation from expected non-interaction effect. From a dataset of NCI-60 drug combinations with 297,098 pairs across 59 cell lines. (1) Drug 1: C1CC(C1)(C2=CC=C(C=C2)C3=C(C=C4C(=N3)C=CN5C4=NNC5=O)C6=CC=CC=C6)N. Drug 2: CC1=C(C(=CC=C1)Cl)NC(=O)C2=CN=C(S2)NC3=CC(=NC(=N3)C)N4CCN(CC4)CCO. Cell line: NCIH23. Synergy scores: CSS=50.6, Synergy_ZIP=4.50, Synergy_Bliss=5.26, Synergy_Loewe=13.2, Synergy_HSA=14.3. (2) Drug 1: CC1C(C(CC(O1)OC2CC(CC3=C2C(=C4C(=C3O)C(=O)C5=C(C4=O)C(=CC=C5)OC)O)(C(=O)C)O)N)O.Cl. Drug 2: C1C(C(OC1N2C=NC3=C2NC=NCC3O)CO)O. Cell line: TK-10. Synergy scores: CSS=14.6, Synergy_ZIP=-4.89, Synergy_Bliss=-0.509, Synergy_Loewe=-1.54, Synergy_HSA=-1.48. (3) Drug 1: CC1=C(C(CCC1)(C)C)C=CC(=CC=CC(=CC(=O)O)C)C. Drug 2: CC1C(C(CC(O1)OC2CC(CC3=C2C(=C4C(=C3O)C(=O)C5=CC=CC=C5C4=O)O)(C(=O)C)O)N)O. Cell line: NCI-H226. Synergy scores: CSS=55.8, Synergy_ZIP=1.10, Synergy_Bliss=2.60, Synergy_Loewe=-5.81, Synergy_HSA=6.07. (4) Drug 2: CC1=C2C(C(=O)C3(C(CC4C(C3C(C(C2(C)C)(CC1OC(=O)C(C(C5=CC=CC=C5)NC(=O)C6=CC=CC=C6)O)O)OC(=O)C7=CC=CC=C7)(CO4)OC(=O)C)O)C)OC(=O)C. Synergy scores: CSS=25.6, Synergy_ZIP=-1.36, Synergy_Bliss=2.57, Synergy_Loewe=-35.6, Synergy_HSA=-0.968. Cell line: SK-MEL-28. Drug 1: C1CCC(C1)C(CC#N)N2C=C(C=N2)C3=C4C=CNC4=NC=N3.